Dataset: Forward reaction prediction with 1.9M reactions from USPTO patents (1976-2016). Task: Predict the product of the given reaction. (1) Given the reactants Br[C:2]1[CH:12]=[N:11][C:5]2[O:6][CH2:7][C:8](=[O:10])[NH:9][C:4]=2[CH:3]=1.[CH3:13][C@H:14]1[O:19][CH2:18][C@@H:17]([C:20]2[CH:25]=[CH:24][CH:23]=[CH:22][CH:21]=2)[NH:16][CH2:15]1, predict the reaction product. The product is: [CH3:13][C@@H:14]1[CH2:15][N:16]([C:2]2[CH:12]=[N:11][C:5]3[O:6][CH2:7][C:8](=[O:10])[NH:9][C:4]=3[CH:3]=2)[C@H:17]([C:20]2[CH:21]=[CH:22][CH:23]=[CH:24][CH:25]=2)[CH2:18][O:19]1. (2) The product is: [NH2:21][C:18]1[CH:19]=[CH:20][C:15]2[O:14][C:13]([C:24]([NH:26][C:27]3[CH:32]=[CH:31][C:30]([Cl:33])=[CH:29][N:28]=3)=[O:25])=[C:12]([NH:11][C:9]([C@H:6]3[CH2:7][CH2:8][C@H:3]([N:2]([CH3:1])[CH3:34])[CH2:4][CH2:5]3)=[O:10])[C:16]=2[CH:17]=1. Given the reactants [CH3:1][N:2]([CH3:34])[C@H:3]1[CH2:8][CH2:7][C@H:6]([C:9]([NH:11][C:12]2[C:16]3[CH:17]=[C:18]([N+:21]([O-])=O)[CH:19]=[CH:20][C:15]=3[O:14][C:13]=2[C:24]([NH:26][C:27]2[CH:32]=[CH:31][C:30]([Cl:33])=[CH:29][N:28]=2)=[O:25])=[O:10])[CH2:5][CH2:4]1.[Sn](Cl)Cl.O.[OH-].[Na+], predict the reaction product. (3) Given the reactants [CH3:1][O:2][C:3](=[O:24])[C:4]1[CH:9]=[CH:8][C:7]([OH:10])=[C:6]([NH:11][S:12]([C:15]2[CH:20]=[C:19]([Cl:21])[CH:18]=[CH:17][C:16]=2[O:22][CH3:23])(=[O:14])=[O:13])[CH:5]=1.CO[CH:27](OC)[C:28]1[CH:33]=[CH:32][CH:31]=[CH:30][CH:29]=1.O.C1(C)C=CC(S(O)(=O)=O)=CC=1, predict the reaction product. The product is: [CH3:1][O:2][C:3]([C:4]1[CH:9]=[CH:8][C:7]2[O:10][CH:27]([C:28]3[CH:33]=[CH:32][CH:31]=[CH:30][CH:29]=3)[N:11]([S:12]([C:15]3[CH:20]=[C:19]([Cl:21])[CH:18]=[CH:17][C:16]=3[O:22][CH3:23])(=[O:13])=[O:14])[C:6]=2[CH:5]=1)=[O:24].